This data is from Forward reaction prediction with 1.9M reactions from USPTO patents (1976-2016). The task is: Predict the product of the given reaction. The product is: [F:1][C:2]1[CH:3]=[C:4]2[C:8](=[CH:9][C:10]=1[S:11]([N:14]1[CH2:18][CH2:17][CH2:16][CH2:15]1)(=[O:12])=[O:13])[NH:7][CH2:6][C:5]2([CH3:23])[CH3:22]. Given the reactants [F:1][C:2]1[CH:3]=[C:4]2[C:8](=[CH:9][C:10]=1[S:11]([N:14]1[CH2:18][CH2:17][CH2:16][CH2:15]1)(=[O:13])=[O:12])[N:7](C(=O)C)[CH2:6][C:5]2([CH3:23])[CH3:22].Cl, predict the reaction product.